Dataset: Forward reaction prediction with 1.9M reactions from USPTO patents (1976-2016). Task: Predict the product of the given reaction. (1) Given the reactants Br[C@H:2]1[C@H:7]([OH:8])[C:6]2[CH:9]=[C:10]([N+:17]([O-:19])=[O:18])[C:11]([O:13][CH2:14][O:15][CH3:16])=[CH:12][C:5]=2[O:4][C:3]1([CH3:21])[CH3:20].[OH-].[Na+].O, predict the reaction product. The product is: [O:8]1[CH:7]2[CH:2]1[C:3]([CH3:21])([CH3:20])[O:4][C:5]1[CH:12]=[C:11]([O:13][CH2:14][O:15][CH3:16])[C:10]([N+:17]([O-:19])=[O:18])=[CH:9][C:6]=12. (2) Given the reactants C(N(CC)CC)C.[F:8][C:9]1[CH:17]=[CH:16][C:12]([C:13](Cl)=[O:14])=[CH:11][CH:10]=1.[NH2:18][C:19]1[CH:31]=[C:30]([C:32]2[O:33][C:34]3[CH:40]=[CH:39][CH:38]=[CH:37][C:35]=3[CH:36]=2)[CH:29]=[CH:28][C:20]=1[C:21]([O:23][C:24]([CH3:27])([CH3:26])[CH3:25])=[O:22].C(=O)([O-])O.[Na+], predict the reaction product. The product is: [O:33]1[C:34]2[CH:40]=[CH:39][CH:38]=[CH:37][C:35]=2[CH:36]=[C:32]1[C:30]1[CH:29]=[CH:28][C:20]([C:21]([O:23][C:24]([CH3:27])([CH3:25])[CH3:26])=[O:22])=[C:19]([NH:18][C:13](=[O:14])[C:12]2[CH:16]=[CH:17][C:9]([F:8])=[CH:10][CH:11]=2)[CH:31]=1. (3) Given the reactants [C:1](Cl)(Cl)=[O:2].[NH2:5][C:6]1[CH:11]=CC=C[C:7]=1C(O)(C)C.N[CH2:17][C:18](C1C=CC=CC=1)=O.C[Mg]I.[CH2:29]1[CH2:33][O:32][CH2:31][CH2:30]1, predict the reaction product. The product is: [CH3:7][C:6]1([CH3:11])[C:30]2[CH:29]=[CH:33][CH:17]=[CH:18][C:31]=2[O:32][C:1](=[O:2])[NH:5]1. (4) Given the reactants C1COCC1.[F:6][C:7]1[C:8]2[CH2:36][NH:35][C:34](=[O:37])[C:9]=2[C:10]([C:28]2[CH:29]=[N:30][N:31]([CH3:33])[CH:32]=2)=[N:11][C:12]=1[NH:13][C@@H:14]1[CH2:19][CH2:18][CH2:17][CH2:16][C@@H:15]1[NH:20]C(=O)OC(C)(C)C.[ClH:38], predict the reaction product. The product is: [ClH:38].[ClH:38].[NH2:20][C@H:15]1[CH2:16][CH2:17][CH2:18][CH2:19][C@H:14]1[NH:13][C:12]1[N:11]=[C:10]([C:28]2[CH:29]=[N:30][N:31]([CH3:33])[CH:32]=2)[C:9]2[C:34](=[O:37])[NH:35][CH2:36][C:8]=2[C:7]=1[F:6].